This data is from Forward reaction prediction with 1.9M reactions from USPTO patents (1976-2016). The task is: Predict the product of the given reaction. (1) Given the reactants Cl.[CH3:2][NH:3][CH2:4][CH2:5][CH2:6][C:7]([OH:9])=[O:8].C(=O)([O-])[O-].[K+].[K+].Cl[C:17]([O:19][CH3:20])=[O:18].Cl, predict the reaction product. The product is: [CH3:20][O:19][C:17]([N:3]([CH3:2])[CH2:4][CH2:5][CH2:6][C:7]([OH:9])=[O:8])=[O:18]. (2) Given the reactants Br[CH2:2][C:3]([C:5]1[CH:6]=[N:7][CH:8]=[CH:9][CH:10]=1)=O.Br.[CH3:12][O:13][C:14]1[CH:19]=[CH:18][C:17]([CH2:20][C:21]([NH2:23])=[O:22])=[CH:16][C:15]=1[NH:24][C:25]([NH2:27])=[S:26], predict the reaction product. The product is: [CH3:12][O:13][C:14]1[CH:19]=[CH:18][C:17]([CH2:20][C:21]([NH2:23])=[O:22])=[CH:16][C:15]=1[NH:24][C:25]1[S:26][CH:2]=[C:3]([C:5]2[CH:6]=[N:7][CH:8]=[CH:9][CH:10]=2)[N:27]=1. (3) The product is: [N:28]([C@H:5]1[C:4]2[C:9](=[C:10]([Br:12])[CH:11]=[C:2]([Br:1])[CH:3]=2)[O:8][CH2:7][CH2:6]1)=[N+:29]=[N-:30]. Given the reactants [Br:1][C:2]1[CH:3]=[C:4]2[C:9](=[C:10]([Br:12])[CH:11]=1)[O:8][CH2:7][CH2:6][C@@H:5]2O.C1(P([N:28]=[N+:29]=[N-:30])(C2C=CC=CC=2)=O)C=CC=CC=1.N12CCCN=C1CCCCC2, predict the reaction product. (4) The product is: [CH3:32][N:31]1[CH:25]2[CH2:26][CH2:27][CH2:28][CH:29]1[CH2:30][CH:23]([NH:22][C:17]([C:15]1[CH:16]=[C:2]([Cl:1])[CH:3]=[C:4]3[O:8][C:7]([C:9]4[CH:10]=[CH:11][CH:12]=[CH:13][CH:14]=4)=[N:6][C:5]=13)=[O:19])[CH2:24]2. Given the reactants [Cl:1][C:2]1[CH:3]=[C:4]2[O:8][C:7]([C:9]3[CH:14]=[CH:13][CH:12]=[CH:11][CH:10]=3)=[N:6][C:5]2=[C:15]([C:17]([OH:19])=O)[CH:16]=1.Cl.Cl.[NH2:22][CH:23]1[CH2:30][CH:29]2[N:31]([CH3:32])[CH:25]([CH2:26][CH2:27][CH2:28]2)[CH2:24]1.ON1C2C=CC=CC=2N=N1.C(N(C(C)C)CC)(C)C, predict the reaction product. (5) Given the reactants [O:1]1[CH:5]=[CH:4][C:3]([NH2:6])=[N:2]1.CCN(CC)CC.[Br:14][CH2:15][C:16](Cl)=[O:17], predict the reaction product. The product is: [Br:14][CH2:15][C:16]([NH:6][C:3]1[CH:4]=[CH:5][O:1][N:2]=1)=[O:17]. (6) Given the reactants Cl[C:2]1[C:3]2[N:10]([CH2:11][CH2:12][S:13][CH3:14])[CH:9]=[CH:8][C:4]=2[N:5]=[CH:6][N:7]=1.[NH2:15][C:16]1[CH:35]=[CH:34][C:19]([O:20][C:21]2[CH:22]=[C:23]([CH:31]=[CH:32][CH:33]=2)[C:24]([NH:26][C:27]([CH3:30])([CH3:29])[CH3:28])=[O:25])=[C:18]([Cl:36])[CH:17]=1.C(=O)([O-])O.[Na+], predict the reaction product. The product is: [C:27]([NH:26][C:24](=[O:25])[C:23]1[CH:31]=[CH:32][CH:33]=[C:21]([O:20][C:19]2[CH:34]=[CH:35][C:16]([NH:15][C:2]3[C:3]4[N:10]([CH2:11][CH2:12][S:13][CH3:14])[CH:9]=[CH:8][C:4]=4[N:5]=[CH:6][N:7]=3)=[CH:17][C:18]=2[Cl:36])[CH:22]=1)([CH3:30])([CH3:28])[CH3:29].